Task: Predict the reaction yield, written as a fraction of the theoretical maximum amount of product (1.0 means a 100% yield; for example, 0.34 means a 34% yield).. Dataset: Reaction yield outcomes from USPTO patents with 853,638 reactions (1) The catalyst is C1COCC1. The product is [F:9][C:10]1[CH:11]=[CH:12][C:13]2[N:14]([C:18]([CH2:19][N:20]3[CH2:25][CH2:24][N:23]([CH3:26])[CH:22]([CH2:27][O:28][Si:29]([CH:36]([CH3:38])[CH3:37])([CH:33]([CH3:35])[CH3:34])[CH:30]([CH3:32])[CH3:31])[CH2:21]3)=[N:17][N:16]=2)[CH:15]=1. The yield is 0.600. The reactants are ClC(Cl)(Cl)C(Cl)(Cl)Cl.[F:9][C:10]1[CH:11]=[CH:12][C:13]([NH:16][NH:17][C:18](=O)[CH2:19][N:20]2[CH2:25][CH2:24][N:23]([CH3:26])[CH:22]([CH2:27][O:28][Si:29]([CH:36]([CH3:38])[CH3:37])([CH:33]([CH3:35])[CH3:34])[CH:30]([CH3:32])[CH3:31])[CH2:21]2)=[N:14][CH:15]=1.C1C=CC(P(C2C=CC=CC=2)C2C=CC=CC=2)=CC=1.CCN(CC)CC. (2) The reactants are [CH3:1][O:2][C:3]1[CH:20]=[CH:19][C:6]2[N:7]=[C:8]([C:10]3[CH:15]=[CH:14][C:13]([N+:16]([O-])=O)=[CH:12][CH:11]=3)[S:9][C:5]=2[CH:4]=1.O.O.[Sn](Cl)Cl. The catalyst is C(O)C. The product is [CH3:1][O:2][C:3]1[CH:20]=[CH:19][C:6]2[N:7]=[C:8]([C:10]3[CH:11]=[CH:12][C:13]([NH2:16])=[CH:14][CH:15]=3)[S:9][C:5]=2[CH:4]=1. The yield is 0.970. (3) The yield is 0.550. The catalyst is S(Cl)(Cl)=O.CCCCCC. The product is [C:33]([O:37][C:38]([CH2:39][C:40]1[CH:41]=[CH:42][C:43]([O:15][C:14]([C:7]2[CH:8]=[C:9]3[C:4](=[CH:5][CH:6]=2)[O:3][C:2]([CH3:17])([CH3:1])[CH2:11][C:10]3([CH3:12])[CH3:13])=[O:16])=[CH:44][CH:45]=1)=[O:47])([CH3:36])([CH3:34])[CH3:35]. The reactants are [CH3:1][C:2]1([CH3:17])[CH2:11][C:10]([CH3:13])([CH3:12])[C:9]2[C:4](=[CH:5][CH:6]=[C:7]([C:14]([OH:16])=[O:15])[CH:8]=2)[O:3]1.C(OC1C=CC(O)=CC=1C(C)(C)C)(=O)C.[C:33]([O:37][C:38](=[O:47])[CH2:39][C:40]1[CH:45]=[CH:44][C:43](O)=[CH:42][CH:41]=1)([CH3:36])([CH3:35])[CH3:34].C(OCC)(=O)C. (4) The reactants are [CH2:1]1[O:4][C@H:2]1[CH3:3].[F:5][C:6]1[CH:11]=[CH:10][C:9]([S:12]([NH:15][C:16]2[CH:21]=[C:20]([N+:22]([O-:24])=[O:23])[CH:19]=[CH:18][C:17]=2F)(=[O:14])=[O:13])=[CH:8][CH:7]=1.C(=O)([O-])[O-].[K+].[K+]. The catalyst is CC#N.CCOC(C)=O. The product is [F:5][C:6]1[CH:11]=[CH:10][C:9]([S:12]([N:15]2[C:16]3[CH:21]=[C:20]([N+:22]([O-:24])=[O:23])[CH:19]=[CH:18][C:17]=3[O:4][C@@H:2]([CH3:3])[CH2:1]2)(=[O:14])=[O:13])=[CH:8][CH:7]=1. The yield is 0.510.